Predict the product of the given reaction. From a dataset of Forward reaction prediction with 1.9M reactions from USPTO patents (1976-2016). (1) Given the reactants [NH2:1][C:2]1[CH:17]=[C:16]([Cl:18])[CH:15]=[CH:14][C:3]=1[C:4]([NH:6][C:7]1[CH:12]=[CH:11][C:10]([Cl:13])=[CH:9][N:8]=1)=[O:5].[C:19]([O:23][C:24]([NH:26][CH2:27][CH2:28][O:29][C:30]1[CH:38]=[C:37]([N:39]2[CH2:44][CH2:43][O:42][CH2:41][CH2:40]2)[CH:36]=[CH:35][C:31]=1[C:32](O)=[O:33])=[O:25])([CH3:22])([CH3:21])[CH3:20], predict the reaction product. The product is: [C:19]([O:23][C:24]([NH:26][CH2:27][CH2:28][O:29][C:30]1[CH:38]=[C:37]([N:39]2[CH2:44][CH2:43][O:42][CH2:41][CH2:40]2)[CH:36]=[CH:35][C:31]=1[C:32]([NH:1][C:2]1[CH:17]=[C:16]([Cl:18])[CH:15]=[CH:14][C:3]=1[C:4]([NH:6][C:7]1[CH:12]=[CH:11][C:10]([Cl:13])=[CH:9][N:8]=1)=[O:5])=[O:33])=[O:25])([CH3:22])([CH3:20])[CH3:21]. (2) The product is: [NH2:35][C:34]1[C:29]2[CH:28]=[C:27]3[C:32](=[CH:31][C:30]=2[O:1][N:2]=1)[N:24]([C:15]1[CH:16]=[N:17][C:18]([O:19][CH2:20][CH:21]([CH3:23])[CH3:22])=[C:13]([Cl:12])[CH:14]=1)[CH:25]=[C:26]3[C:36]#[N:37]. Given the reactants [OH:1][NH:2]C(=O)C.CC([O-])(C)C.[K+].[Cl:12][C:13]1[CH:14]=[C:15]([N:24]2[C:32]3[C:27](=[CH:28][C:29]([C:34]#[N:35])=[C:30](F)[CH:31]=3)[C:26]([C:36]#[N:37])=[CH:25]2)[CH:16]=[N:17][C:18]=1[O:19][CH2:20][CH:21]([CH3:23])[CH3:22], predict the reaction product.